From a dataset of Full USPTO retrosynthesis dataset with 1.9M reactions from patents (1976-2016). Predict the reactants needed to synthesize the given product. Given the product [C:1]([C:3]1[CH:4]=[C:5]2[C:10](=[CH:11][C:12]=1[O:13][CH2:31][CH:32]1[CH2:37][CH2:36][N:35]([O:27][C:24]([O:26][C:3]([CH3:4])([CH3:12])[CH3:1])=[O:25])[CH2:34][CH2:33]1)[N:9]=[CH:8][CH:7]=[C:6]2[O:14][C:15]1[CH:16]=[C:17]2[C:21](=[CH:22][CH:23]=1)[NH:20][CH:19]=[CH:18]2)#[N:2], predict the reactants needed to synthesize it. The reactants are: [C:1]([C:3]1[CH:4]=[C:5]2[C:10](=[CH:11][C:12]=1[OH:13])[N:9]=[CH:8][CH:7]=[C:6]2[O:14][C:15]1[CH:16]=[C:17]2[C:21](=[CH:22][CH:23]=1)[NH:20][CH:19]=[CH:18]2)#[N:2].[C:24](=[O:27])([O-:26])[O-:25].[K+].[K+].Br[CH2:31][CH:32]1[CH2:37][CH2:36][N:35](C(OC(C)(C)C)=O)[CH2:34][CH2:33]1.O.